From a dataset of Full USPTO retrosynthesis dataset with 1.9M reactions from patents (1976-2016). Predict the reactants needed to synthesize the given product. Given the product [CH3:45][N:44]([CH3:46])[CH2:42][CH2:41][O:10][C:8]1[CH:7]=[CH:6][C:36]([CH2:37][CH2:32][CH2:31][NH:3][C:4]2[CH:9]=[C:8]([O:10][CH3:11])[C:7]([O:12][CH3:13])=[CH:6][C:5]=2[CH:14]2[CH2:23][CH2:22][C:21]3[CH:20]=[C:19]([OH:24])[CH:18]=[CH:17][C:16]=3[CH2:15]2)=[CH:35][CH:34]=1, predict the reactants needed to synthesize it. The reactants are: C([N:3]([C:31](=O)[C:32]1[CH:37]=[CH:36][C:35](O)=[CH:34]C=1)[C:4]1[CH:9]=[C:8]([O:10][CH3:11])[C:7]([O:12][CH3:13])=[CH:6][C:5]=1[CH:14]1[CH2:23][CH2:22][C:21]2[CH:20]=[C:19]([O:24]C(=O)C(C)(C)C)[CH:18]=[CH:17][C:16]=2[CH2:15]1)C.Cl[CH2:41][C:42]([N:44]([CH3:46])[CH3:45])=O.